This data is from Reaction yield outcomes from USPTO patents with 853,638 reactions. The task is: Predict the reaction yield, written as a fraction of the theoretical maximum amount of product (1.0 means a 100% yield; for example, 0.34 means a 34% yield). (1) The reactants are [Cl:1][C:2]1[CH:3]=[C:4]2[C:9](=[CH:10][CH:11]=1)[NH:8][C:7](=[O:12])[CH2:6][CH2:5]2.[H-].[Na+].Br[CH2:16][CH2:17][CH2:18]Cl.[CH2:20]([CH:24]1[CH2:29][CH2:28][NH:27][CH2:26][CH2:25]1)[CH2:21][CH2:22][CH3:23].C([O-])([O-])=O.[K+].[K+]. The catalyst is CN(C=O)C. The product is [CH2:20]([CH:24]1[CH2:29][CH2:28][N:27]([CH2:16][CH2:17][CH2:18][N:8]2[C:9]3[C:4](=[CH:3][C:2]([Cl:1])=[CH:11][CH:10]=3)[CH2:5][CH2:6][C:7]2=[O:12])[CH2:26][CH2:25]1)[CH2:21][CH2:22][CH3:23]. The yield is 0.240. (2) The reactants are O.NN.[Cl:4][C:5]1[CH:10]=[CH:9][C:8]([CH2:11][CH3:12])=[C:7]([N+:13]([O-])=O)[CH:6]=1.C. The catalyst is CO.[Fe](Cl)(Cl)Cl. The product is [Cl:4][C:5]1[CH:10]=[CH:9][C:8]([CH2:11][CH3:12])=[C:7]([CH:6]=1)[NH2:13]. The yield is 0.970. (3) The reactants are [Cl:1][C:2]1[CH:3]=[C:4]([CH2:8][C:9]([OH:11])=O)[CH:5]=[CH:6][CH:7]=1.CCN(C(C)C)C(C)C.CC(C)(C)C(Cl)=O.[CH2:28]([C@@H:35]1[CH2:39][O:38][C:37](=[O:40])[NH:36]1)[C:29]1[CH:34]=[CH:33][CH:32]=[CH:31][CH:30]=1.[Li]CCCC.[O-][Mn](=O)(=O)=O.[K+]. The catalyst is C1COCC1. The product is [CH2:28]([C@@H:35]1[CH2:39][O:38][C:37](=[O:40])[N:36]1[C:9](=[O:11])[CH2:8][C:4]1[CH:5]=[CH:6][CH:7]=[C:2]([Cl:1])[CH:3]=1)[C:29]1[CH:30]=[CH:31][CH:32]=[CH:33][CH:34]=1. The yield is 0.294. (4) The reactants are [Cl:1][C:2]1[C:3]2[CH:10]=[CH:9][N:8]([C@@H:11]3[CH2:16][CH2:15][CH2:14][N:13]([C:17]([O:19][C:20]([CH3:23])([CH3:22])[CH3:21])=[O:18])[CH2:12]3)[C:4]=2[N:5]=[CH:6][N:7]=1.C1C(=O)N([I:31])C(=O)C1.O. The catalyst is CN(C=O)C. The product is [Cl:1][C:2]1[C:3]2[C:10]([I:31])=[CH:9][N:8]([C@@H:11]3[CH2:16][CH2:15][CH2:14][N:13]([C:17]([O:19][C:20]([CH3:23])([CH3:22])[CH3:21])=[O:18])[CH2:12]3)[C:4]=2[N:5]=[CH:6][N:7]=1. The yield is 0.860. (5) The reactants are [OH:1][CH2:2][C:3]1([C:14]([O:16][CH2:17][CH3:18])=[O:15])[CH2:6][N:5]([C:7]([O:9]C(C)(C)C)=O)[CH2:4]1.C(N(CC)CC)C.C(Cl)(=O)[C:27]1[CH:32]=[CH:31][CH:30]=[CH:29][CH:28]=1. The catalyst is Cl.O1CCOCC1. The product is [CH2:17]([O:16][C:14]([C:3]1([CH2:2][OH:1])[CH2:4][N:5]([C:7](=[O:9])[C:27]2[CH:32]=[CH:31][CH:30]=[CH:29][CH:28]=2)[CH2:6]1)=[O:15])[CH3:18]. The yield is 0.860.